This data is from NCI-60 drug combinations with 297,098 pairs across 59 cell lines. The task is: Regression. Given two drug SMILES strings and cell line genomic features, predict the synergy score measuring deviation from expected non-interaction effect. (1) Drug 1: CS(=O)(=O)C1=CC(=C(C=C1)C(=O)NC2=CC(=C(C=C2)Cl)C3=CC=CC=N3)Cl. Drug 2: C1=NC2=C(N1)C(=S)N=C(N2)N. Cell line: SN12C. Synergy scores: CSS=34.5, Synergy_ZIP=14.4, Synergy_Bliss=14.9, Synergy_Loewe=-1.84, Synergy_HSA=14.9. (2) Drug 1: CC12CCC3C(C1CCC2=O)CC(=C)C4=CC(=O)C=CC34C. Drug 2: CN(C(=O)NC(C=O)C(C(C(CO)O)O)O)N=O. Cell line: LOX IMVI. Synergy scores: CSS=42.8, Synergy_ZIP=6.90, Synergy_Bliss=8.00, Synergy_Loewe=9.07, Synergy_HSA=9.87.